The task is: Predict the reactants needed to synthesize the given product.. This data is from Full USPTO retrosynthesis dataset with 1.9M reactions from patents (1976-2016). (1) Given the product [CH3:1][S:2]([C:3]1[CH:10]=[CH:9][C:6]([C:7]#[N:8])=[CH:5][CH:4]=1)(=[O:19])=[O:22], predict the reactants needed to synthesize it. The reactants are: [CH3:1][S:2][C:3]1[CH:10]=[CH:9][C:6]([C:7]#[N:8])=[CH:5][CH:4]=1.ClC1C=CC=C(C(OO)=[O:19])C=1.[OH-:22].[Na+]. (2) Given the product [O:1]=[C:2]1[CH2:11][CH2:10][C:9]2[C:4](=[CH:5][CH:6]=[C:7]([C:12]3[CH:13]=[CH:14][C:15]([C:18]([F:20])([F:19])[F:21])=[CH:16][CH:17]=3)[CH:8]=2)[N:3]1[CH2:22][C:23]([OH:25])=[O:24], predict the reactants needed to synthesize it. The reactants are: [O:1]=[C:2]1[CH2:11][CH2:10][C:9]2[C:4](=[CH:5][CH:6]=[C:7]([C:12]3[CH:17]=[CH:16][C:15]([C:18]([F:21])([F:20])[F:19])=[CH:14][CH:13]=3)[CH:8]=2)[N:3]1[CH2:22][C:23]([O:25]C(C)(C)C)=[O:24].Cl.O1CCOCC1. (3) Given the product [C:9]([NH:8][C:6](=[O:7])[C:5]1[CH:13]=[CH:14][CH:15]=[C:3]([CH2:2][N:36]2[CH2:37][CH2:38][N:33]([C:31](=[O:32])[C:28]3[CH:29]=[CH:30][C:25]([NH:24][C:22]([NH:21][CH:17]4[CH2:18][CH2:19][CH2:20]4)=[O:23])=[CH:26][CH:27]=3)[CH2:34][CH2:35]2)[C:4]=1[F:16])([CH3:12])([CH3:11])[CH3:10], predict the reactants needed to synthesize it. The reactants are: Br[CH2:2][C:3]1[C:4]([F:16])=[C:5]([CH:13]=[CH:14][CH:15]=1)[C:6]([NH:8][C:9]([CH3:12])([CH3:11])[CH3:10])=[O:7].[CH:17]1([NH:21][C:22]([NH:24][C:25]2[CH:30]=[CH:29][C:28]([C:31]([N:33]3[CH2:38][CH2:37][NH:36][CH2:35][CH2:34]3)=[O:32])=[CH:27][CH:26]=2)=[O:23])[CH2:20][CH2:19][CH2:18]1.C(N(CC)CC)C. (4) Given the product [CH3:1][N:2]1[CH2:7][CH2:6][CH2:5][C@@H:4]([NH:8][C:9]([C:11]2[C:19]3[C:14](=[N:15][CH:16]=[C:17]([CH:20]4[CH2:22][CH2:21]4)[N:18]=3)[NH:13][CH:12]=2)=[O:10])[C:3]1=[O:31], predict the reactants needed to synthesize it. The reactants are: [CH3:1][N:2]1[CH2:7][CH2:6][CH2:5][C@@H:4]([NH:8][C:9]([C:11]2[C:19]3[C:14](=[N:15][CH:16]=[C:17]([CH:20]4[CH2:22][CH2:21]4)[N:18]=3)[N:13](COCC[Si](C)(C)C)[CH:12]=2)=[O:10])[C:3]1=[O:31].C1OCCOCCOCCOCCOCCOC1.[F-].[Cs+]. (5) The reactants are: F[C:2]1[CH:3]=[C:4]([CH:7]=[C:8](F)[CH:9]=1)[C:5]#[N:6].[C:11](=[O:14])([O-])[O-].[K+].[K+].[F:17][C:18]([F:27])([F:26])[C:19]1[CH:24]=[C:23]([OH:25])[CH:22]=[CH:21][N:20]=1.O. Given the product [F:27][C:18]([F:17])([F:26])[C:19]1[CH:24]=[C:23]([O:25][C:2]2[CH:3]=[C:4]([CH:7]=[C:8]([O:14][C:11]3[CH:22]=[CH:21][N:20]=[C:19]([C:18]([F:27])([F:26])[F:17])[CH:24]=3)[CH:9]=2)[C:5]#[N:6])[CH:22]=[CH:21][N:20]=1, predict the reactants needed to synthesize it.